From a dataset of Full USPTO retrosynthesis dataset with 1.9M reactions from patents (1976-2016). Predict the reactants needed to synthesize the given product. (1) Given the product [Cl:1][C:2]1[CH:7]=[CH:6][C:5]([NH:8][C:9]([C:11]2[CH:12]=[C:13]([CH:25]=[CH:26][CH:27]=2)[CH2:14][S:15][CH2:16][CH2:17][C:18]([OH:20])=[O:19])=[O:10])=[C:4]([C:28](=[O:45])[NH:29][C:30]2[CH:34]=[CH:33][N:32]([C:35]3[CH:40]=[CH:39][CH:38]=[C:37]([C:41]([F:43])([F:44])[F:42])[CH:36]=3)[N:31]=2)[CH:3]=1, predict the reactants needed to synthesize it. The reactants are: [Cl:1][C:2]1[CH:7]=[CH:6][C:5]([NH:8][C:9]([C:11]2[CH:12]=[C:13]([CH:25]=[CH:26][CH:27]=2)[CH2:14][S:15][CH2:16][CH2:17][C:18]([O:20]C(C)(C)C)=[O:19])=[O:10])=[C:4]([C:28](=[O:45])[NH:29][C:30]2[CH:34]=[CH:33][N:32]([C:35]3[CH:40]=[CH:39][CH:38]=[C:37]([C:41]([F:44])([F:43])[F:42])[CH:36]=3)[N:31]=2)[CH:3]=1. (2) Given the product [Cl:1][C:2]1[CH:11]=[CH:10][C:9]2[C:4](=[C:5]([NH2:12])[CH:6]=[CH:7][CH:8]=2)[N:3]=1, predict the reactants needed to synthesize it. The reactants are: [Cl:1][C:2]1[CH:11]=[CH:10][C:9]2[C:4](=[C:5]([N+:12]([O-])=O)[CH:6]=[CH:7][CH:8]=2)[N:3]=1.O.NN. (3) The reactants are: [CH2:1]([C:5]1[CH:10]=[CH:9][C:8]([C:11]#[C:12][C:13]2[CH:20]=[CH:19][C:16]([CH:17]=O)=[CH:15][CH:14]=2)=[CH:7][CH:6]=1)[CH2:2][CH2:3][CH3:4].[NH2:21][C:22]1[CH:34]=[CH:33][C:25]2[O:26][C:27]([CH3:32])([CH3:31])[O:28][C:29](=[O:30])[C:24]=2[CH:23]=1. Given the product [CH2:1]([C:5]1[CH:10]=[CH:9][C:8]([C:11]#[C:12][C:13]2[CH:20]=[CH:19][C:16]([CH2:17][NH:21][C:22]3[CH:34]=[CH:33][C:25]4[O:26][C:27]([CH3:31])([CH3:32])[O:28][C:29](=[O:30])[C:24]=4[CH:23]=3)=[CH:15][CH:14]=2)=[CH:7][CH:6]=1)[CH2:2][CH2:3][CH3:4], predict the reactants needed to synthesize it. (4) Given the product [Cl:16][C:5]1[C:6]([C:8]2[CH:15]=[CH:14][C:11]([C:12]#[N:13])=[CH:10][CH:9]=2)=[N:7][C:2]([N:23]2[CH2:22][C@@H:21]3[CH2:17][N:18]([C:25]([O:27][C:28]([CH3:31])([CH3:30])[CH3:29])=[O:26])[CH2:19][C@@H:20]3[CH2:24]2)=[N:3][CH:4]=1, predict the reactants needed to synthesize it. The reactants are: Cl[C:2]1[N:7]=[C:6]([C:8]2[CH:15]=[CH:14][C:11]([C:12]#[N:13])=[CH:10][CH:9]=2)[C:5]([Cl:16])=[CH:4][N:3]=1.[CH2:17]1[C@@H:21]2[CH2:22][NH:23][CH2:24][C@@H:20]2[CH2:19][N:18]1[C:25]([O:27][C:28]([CH3:31])([CH3:30])[CH3:29])=[O:26].CCN(C(C)C)C(C)C. (5) Given the product [C:1]([NH:11][C@H:12]([C:17]([NH:30][CH:27]=[CH:28][CH3:29])=[O:19])[CH2:13][CH:14]([CH3:15])[CH3:16])([O:3][CH2:4][C:5]1[CH:6]=[CH:7][CH:8]=[CH:9][CH:10]=1)=[O:2], predict the reactants needed to synthesize it. The reactants are: [C:1]([NH:11][C@H:12]([C:17]([OH:19])=O)[CH2:13][CH:14]([CH3:16])[CH3:15])([O:3][CH2:4][C:5]1[CH:10]=[CH:9][CH:8]=[CH:7][CH:6]=1)=[O:2].CN1CCOCC1.[CH2:27]([NH2:30])[CH:28]=[CH2:29].CN(C(ON1N=NC2C=CC=CC1=2)=[N+](C)C)C.F[P-](F)(F)(F)(F)F. (6) Given the product [CH:41]([NH:37][C:21]([C:20]1[C:14]2[C:15](=[N:16][CH:17]=[C:12]([C:6]3[C:5]4[C:9](=[CH:10][C:2]([Cl:1])=[CH:3][CH:4]=4)[N:8]([CH3:11])[N:7]=3)[N:13]=2)[N:18]([CH2:24][O:25][CH2:26][CH2:27][Si:28]([CH3:31])([CH3:30])[CH3:29])[CH:19]=1)=[O:22])([CH3:42])[CH3:40], predict the reactants needed to synthesize it. The reactants are: [Cl:1][C:2]1[CH:10]=[C:9]2[C:5]([C:6]([C:12]3[N:13]=[C:14]4[C:20]([C:21](O)=[O:22])=[CH:19][N:18]([CH2:24][O:25][CH2:26][CH2:27][Si:28]([CH3:31])([CH3:30])[CH3:29])[C:15]4=[N:16][CH:17]=3)=[N:7][N:8]2[CH3:11])=[CH:4][CH:3]=1.F[B-](F)(F)F.[N:37]1(OC(N(C)C)=[N+](C)C)[C:41]2[CH:42]=CC=C[C:40]=2N=N1.C(N(CC)C(C)C)(C)C.C(N)(C)C. (7) Given the product [CH3:15][N:7]1[C:6]2[CH:5]=[C:4]([S:16]([CH3:19])(=[O:18])=[O:17])[CH:3]=[C:2]([C:25]3[C:24]4[CH:36]=[CH:37][N:38]([S:39]([C:42]5[CH:47]=[CH:46][C:45]([CH3:48])=[CH:44][CH:43]=5)(=[O:41])=[O:40])[C:23]=4[C:22](=[O:49])[N:21]([CH3:20])[CH:26]=3)[C:13]=2[O:12][C:9]2([CH2:11][CH2:10]2)[C:8]1=[O:14], predict the reactants needed to synthesize it. The reactants are: Br[C:2]1[C:13]2[O:12][C:9]3([CH2:11][CH2:10]3)[C:8](=[O:14])[N:7]([CH3:15])[C:6]=2[CH:5]=[C:4]([S:16]([CH3:19])(=[O:18])=[O:17])[CH:3]=1.[CH3:20][N:21]1[CH:26]=[C:25](B2OC(C)(C)C(C)(C)O2)[C:24]2[CH:36]=[CH:37][N:38]([S:39]([C:42]3[CH:47]=[CH:46][C:45]([CH3:48])=[CH:44][CH:43]=3)(=[O:41])=[O:40])[C:23]=2[C:22]1=[O:49].[F-].[Cs+]. (8) Given the product [Cl:1][C:2]1[C:3]([F:23])=[C:4]([NH:8][C:9]2[C:18]3[C:13](=[CH:14][C:15]([O:21][CH3:22])=[C:16]([CH2:19][N:29]4[CH:25]([CH3:24])[CH2:26][CH2:27][C@H:28]4[C:30]([OH:32])=[O:31])[CH:17]=3)[N:12]=[CH:11][N:10]=2)[CH:5]=[CH:6][CH:7]=1, predict the reactants needed to synthesize it. The reactants are: [Cl:1][C:2]1[C:3]([F:23])=[C:4]([NH:8][C:9]2[C:18]3[C:13](=[CH:14][C:15]([O:21][CH3:22])=[C:16]([CH:19]=O)[CH:17]=3)[N:12]=[CH:11][N:10]=2)[CH:5]=[CH:6][CH:7]=1.[CH3:24][CH:25]1[NH:29][C@H:28]([C:30]([OH:32])=[O:31])[CH2:27][CH2:26]1. (9) Given the product [CH2:1]([N:8]1[C:17]([CH:18]([OH:19])[CH3:28])=[C:16]([C:20]2[CH:21]=[CH:22][CH:23]=[CH:24][CH:25]=2)[C:15]2[C:10](=[CH:11][CH:12]=[C:13]([Br:26])[CH:14]=2)[C:9]1=[O:27])[C:2]1[CH:3]=[CH:4][CH:5]=[CH:6][CH:7]=1, predict the reactants needed to synthesize it. The reactants are: [CH2:1]([N:8]1[C:17]([CH:18]=[O:19])=[C:16]([C:20]2[CH:25]=[CH:24][CH:23]=[CH:22][CH:21]=2)[C:15]2[C:10](=[CH:11][CH:12]=[C:13]([Br:26])[CH:14]=2)[C:9]1=[O:27])[C:2]1[CH:7]=[CH:6][CH:5]=[CH:4][CH:3]=1.[CH3:28][Mg]Br.O. (10) Given the product [Si:1]([O:18][CH2:19][CH2:20][CH2:21][CH:22]=[O:23])([C:14]([CH3:16])([CH3:17])[CH3:15])([C:8]1[CH:9]=[CH:10][CH:11]=[CH:12][CH:13]=1)[C:2]1[CH:3]=[CH:4][CH:5]=[CH:6][CH:7]=1, predict the reactants needed to synthesize it. The reactants are: [Si:1]([O:18][CH2:19][CH2:20][CH2:21][CH2:22][OH:23])([C:14]([CH3:17])([CH3:16])[CH3:15])([C:8]1[CH:13]=[CH:12][CH:11]=[CH:10][CH:9]=1)[C:2]1[CH:7]=[CH:6][CH:5]=[CH:4][CH:3]=1.CC(OI1(OC(C)=O)(OC(C)=O)OC(=O)C2C=CC=CC1=2)=O.